This data is from Full USPTO retrosynthesis dataset with 1.9M reactions from patents (1976-2016). The task is: Predict the reactants needed to synthesize the given product. (1) Given the product [CH3:3][O:4][C:5]1[CH:6]=[C:7]([CH:30]=[CH:31][C:32]=1[N:33]1[CH:37]=[C:36]([CH3:38])[N:35]=[CH:34]1)/[CH:8]=[C:9]1/[C:10](=[O:29])[N:11]2[C@@H:16]([CH2:17][CH2:18]/1)[CH2:15][CH2:14][CH2:13][C@H:12]2[C:19]1[CH:28]=[CH:27][C:22]([C:23]([OH:25])=[O:24])=[CH:21][CH:20]=1, predict the reactants needed to synthesize it. The reactants are: [OH-].[Na+].[CH3:3][O:4][C:5]1[CH:6]=[C:7]([CH:30]=[CH:31][C:32]=1[N:33]1[CH:37]=[C:36]([CH3:38])[N:35]=[CH:34]1)/[CH:8]=[C:9]1/[C:10](=[O:29])[N:11]2[C@@H:16]([CH2:17][CH2:18]/1)[CH2:15][CH2:14][CH2:13][C@H:12]2[C:19]1[CH:28]=[CH:27][C:22]([C:23]([O:25]C)=[O:24])=[CH:21][CH:20]=1.Cl. (2) Given the product [CH3:1][O:2][C:3]([C:5]1[CH:10]=[CH:9][C:8]([C:11]2[C:12]([CH3:49])([CH3:48])[C@H:13]3[C@:26]([CH3:29])([CH2:27][CH:28]=2)[C@@H:25]2[C@:16]([CH3:47])([C@@:17]4([CH3:46])[C@H:22]([CH2:23][CH2:24]2)[C@H:21]2[C@H:30]([C:33]([CH3:35])=[CH2:34])[CH2:31][CH2:32][C@:20]2([C:36]([O:38][Si:61]([C:57]([CH3:60])([CH3:59])[CH3:58])([CH3:63])[CH3:62])=[O:37])[CH2:19][CH2:18]4)[CH2:15][CH2:14]3)=[CH:7][CH:6]=1)=[O:4], predict the reactants needed to synthesize it. The reactants are: [CH3:1][O:2][C:3]([C:5]1[CH:10]=[CH:9][C:8]([C:11]2[C:12]([CH3:49])([CH3:48])[C@H:13]3[C@:26]([CH3:29])([CH2:27][CH:28]=2)[C@@H:25]2[C@:16]([CH3:47])([C@@:17]4([CH3:46])[C@H:22]([CH2:23][CH2:24]2)[C@H:21]2[C@H:30]([C:33]([CH3:35])=[CH2:34])[CH2:31][CH2:32][C@:20]2([C:36]([O:38]CC2C=CC=CC=2)=[O:37])[CH2:19][CH2:18]4)[CH2:15][CH2:14]3)=[CH:7][CH:6]=1)=[O:4].C(N(CC)CC)C.[C:57]([SiH:61]([CH3:63])[CH3:62])([CH3:60])([CH3:59])[CH3:58]. (3) The reactants are: O[C:2]([CH:4]([C:6]1[CH:15]=[CH:14][C:9]([CH2:10][CH:11]([CH3:13])[CH3:12])=[CH:8][CH:7]=1)[CH3:5])=[O:3].[NH2:16][CH2:17][CH2:18][CH2:19][CH2:20][OH:21].CN(C(ON1N=NC2C1=CC=CC=2)=[N+](C)C)C.F[P-](F)(F)(F)(F)F.C(N(CC)C(C)C)(C)C. Given the product [OH:21][CH2:20][CH2:19][CH2:18][CH2:17][NH:16][C:2](=[O:3])[CH:4]([C:6]1[CH:15]=[CH:14][C:9]([CH2:10][CH:11]([CH3:13])[CH3:12])=[CH:8][CH:7]=1)[CH3:5], predict the reactants needed to synthesize it. (4) Given the product [O:6]=[S:1]1(=[O:7])[CH2:5][CH2:4][CH:3]([N:11]2[CH2:10][CH2:9][N:8]([C:14]([O:16][C:17]([CH3:20])([CH3:19])[CH3:18])=[O:15])[CH2:13][CH2:12]2)[CH2:2]1, predict the reactants needed to synthesize it. The reactants are: [S:1]1(=[O:7])(=[O:6])[CH2:5][CH:4]=[CH:3][CH2:2]1.[N:8]1([C:14]([O:16][C:17]([CH3:20])([CH3:19])[CH3:18])=[O:15])[CH2:13][CH2:12][NH:11][CH2:10][CH2:9]1. (5) Given the product [CH3:21][O:20][C:14]1[CH:13]=[C:12]([CH:17]=[CH:16][C:15]=1[O:18][CH3:19])[CH2:11][NH:10][C:8]1[N:7]2[N:22]=[C:23]([C:25]3[O:26][CH:27]=[CH:28][CH:29]=3)[N:24]=[C:6]2[CH:5]=[C:4]([C:1]2[CH:2]=[CH:38][NH:36][N:31]=2)[N:9]=1, predict the reactants needed to synthesize it. The reactants are: [C:1]([C:4]1[N:9]=[C:8]([NH:10][CH2:11][C:12]2[CH:17]=[CH:16][C:15]([O:18][CH3:19])=[C:14]([O:20][CH3:21])[CH:13]=2)[N:7]2[N:22]=[C:23]([C:25]3[O:26][CH:27]=[CH:28][CH:29]=3)[N:24]=[C:6]2[CH:5]=1)(=O)[CH3:2].O.[NH2:31]N.COC(OC)[N:36]([CH3:38])C. (6) Given the product [C:1]([N:4]1[C:12]2[C:7](=[CH:8][CH:9]=[C:10]([C:13]([O:15][CH3:16])=[O:14])[CH:11]=2)[C:6]([O:17][CH3:18])=[CH:5]1)(=[O:3])[CH3:2], predict the reactants needed to synthesize it. The reactants are: [C:1]([N:4]1[C:12]2[C:7](=[CH:8][CH:9]=[C:10]([C:13]([O:15][CH3:16])=[O:14])[CH:11]=2)[C:6](=[O:17])[CH2:5]1)(=[O:3])[CH3:2].[CH:18](OC)(OC)OC.C1(C)C=CC(S(O)(=O)=O)=CC=1. (7) Given the product [C:49]([NH:29][S:26]([C:24]1[S:25][C:21]([C:16]([C:13]2[CH:14]=[CH:15][C:10]([O:9][CH2:8][CH:7]([O:6][Si:5]([C:1]([CH3:2])([CH3:3])[CH3:4])([CH3:36])[CH3:37])[C:32]([CH3:35])([CH3:34])[CH3:33])=[C:11]([CH3:31])[CH:12]=2)([CH2:17][CH3:18])[CH2:19][CH3:20])=[CH:22][C:23]=1[CH3:30])(=[O:28])=[O:27])(=[O:51])[CH3:50], predict the reactants needed to synthesize it. The reactants are: [C:1]([Si:5]([CH3:37])([CH3:36])[O:6][CH:7]([C:32]([CH3:35])([CH3:34])[CH3:33])[CH2:8][O:9][C:10]1[CH:15]=[CH:14][C:13]([C:16]([C:21]2[S:25][C:24]([S:26]([NH2:29])(=[O:28])=[O:27])=[C:23]([CH3:30])[CH:22]=2)([CH2:19][CH3:20])[CH2:17][CH3:18])=[CH:12][C:11]=1[CH3:31])([CH3:4])([CH3:3])[CH3:2].CCN=C=NCCCN(C)C.[C:49](O)(=[O:51])[CH3:50]. (8) Given the product [N:96]([C@H:45]1[CH2:46][CH2:47][C@H:42]([N:41]([CH2:50][C:51]2[CH:56]=[CH:55][CH:54]=[CH:53][CH:52]=2)[CH2:34][C:35]2[CH:40]=[CH:39][CH:38]=[CH:37][CH:36]=2)[CH2:43][C@@H:44]1[CH3:49])=[N+:97]=[N-:98].[N:96]([C@@H:68]1[CH2:69][CH2:70][C@@H:65]([N:64]([CH2:73][C:74]2[CH:79]=[CH:78][CH:77]=[CH:76][CH:75]=2)[CH2:57][C:58]2[CH:63]=[CH:62][CH:61]=[CH:60][CH:59]=2)[CH2:66][C@H:67]1[CH3:72])=[N+:97]=[N-:98], predict the reactants needed to synthesize it. The reactants are: CC(OC(/N=N/C(OC(C)C)=O)=O)C.C1(P(C2C=CC=CC=2)C2C=CC=CC=2)C=CC=CC=1.[CH2:34]([N:41]([CH2:50][C:51]1[CH:56]=[CH:55][CH:54]=[CH:53][CH:52]=1)[C@H:42]1[CH2:47][CH2:46][C@@H:45](O)[C@@H:44]([CH3:49])[CH2:43]1)[C:35]1[CH:40]=[CH:39][CH:38]=[CH:37][CH:36]=1.[CH2:57]([N:64]([CH2:73][C:74]1[CH:79]=[CH:78][CH:77]=[CH:76][CH:75]=1)[C@@H:65]1[CH2:70][CH2:69][C@H:68](O)[C@H:67]([CH3:72])[CH2:66]1)[C:58]1[CH:63]=[CH:62][CH:61]=[CH:60][CH:59]=1.P([N:96]=[N+:97]=[N-:98])(=O)(OC1C=CC=CC=1)OC1C=CC=CC=1.